Dataset: Catalyst prediction with 721,799 reactions and 888 catalyst types from USPTO. Task: Predict which catalyst facilitates the given reaction. (1) The catalyst class is: 7. Product: [CH2:11]([O:15][C:4]1[CH:9]=[C:8]([O:21][CH2:20][CH:19]([CH3:22])[CH3:18])[N:7]=[CH:6][N:5]=1)[C:12]#[C:13][CH3:14]. Reactant: [H-].[Na+].Cl[C:4]1[CH:9]=[C:8](Cl)[N:7]=[CH:6][N:5]=1.[CH2:11]([OH:15])[C:12]#[C:13][CH3:14].[Cl-].[NH4+].[CH3:18][CH:19]([CH3:22])[CH2:20][OH:21]. (2) Reactant: [CH3:1]N(C=O)C.[CH3:6][O:7][C:8]1[CH:9]=[CH:10][CH:11]=[C:12]2[C:17]=1[CH2:16][CH:15]([C:18]([OH:20])=[O:19])[CH2:14][CH2:13]2.CI.C([O-])([O-])=O.[K+].[K+]. Product: [CH3:1][O:19][C:18]([CH:15]1[CH2:14][CH2:13][C:12]2[C:17](=[C:8]([O:7][CH3:6])[CH:9]=[CH:10][CH:11]=2)[CH2:16]1)=[O:20]. The catalyst class is: 13. (3) Reactant: [CH3:1][O:2][C:3]1[CH:8]=[CH:7][C:6]([OH:9])=[CH:5][CH:4]=1.Cl[C:11]1[CH:12]=[CH:13][C:14]([N+:26]([O-:28])=[O:27])=[C:15]([CH2:17][NH:18][C:19](=[O:25])[O:20][C:21]([CH3:24])([CH3:23])[CH3:22])[CH:16]=1.[H-].[Na+]. Product: [C:21]([O:20][C:19](=[O:25])[NH:18][CH2:17][C:15]1[CH:16]=[C:11]([O:9][C:6]2[CH:7]=[CH:8][C:3]([O:2][CH3:1])=[CH:4][CH:5]=2)[CH:12]=[CH:13][C:14]=1[N+:26]([O-:28])=[O:27])([CH3:24])([CH3:23])[CH3:22]. The catalyst class is: 9. (4) Reactant: [C:1]([O:5][C:6]([N:8]([CH3:56])[C@@H:9]([CH3:55])[C:10]([NH:12][C@@H:13]([C:51]([CH3:54])([CH3:53])[CH3:52])[C:14]([N:16]1[C@H:25]([C:26](=[O:38])[NH:27][C@H:28]2[C:37]3[C:32](=[CH:33][CH:34]=[CH:35][CH:36]=3)[CH2:31][CH2:30][CH2:29]2)[CH2:24][C:23]2[C:18](=[CH:19][C:20]([NH:39][CH2:40][C:41]3[CH:50]=[CH:49][C:44]([C:45]([O:47][CH3:48])=[O:46])=[CH:43][CH:42]=3)=[CH:21][CH:22]=2)[CH2:17]1)=[O:15])=[O:11])=[O:7])([CH3:4])([CH3:3])[CH3:2].CC(C)(C)[C@H:59](NC(=O)[C@@H](NC)C)[C:60](N1[C@H](C(N[C@H]2C3C(=CC=CC=3)CCC2)=O)CC2C(=CC(NCC3C=CC(C(=O)N[C@H]4C[C@@H](C(=O)N[C@H]5C6C(=CC=CC=6)CCC5)N(C(=O)[C@@H](NC(=O)[C@@H](NC)C)C(C)(C)C)C4)=CC=3)=CC=2)C1)=[O:61].C(OC(=O)C)(=O)C. Product: [C:1]([O:5][C:6]([N:8]([CH3:56])[C@@H:9]([CH3:55])[C:10]([NH:12][C@@H:13]([C:51]([CH3:54])([CH3:53])[CH3:52])[C:14]([N:16]1[C@H:25]([C:26](=[O:38])[NH:27][C@H:28]2[C:37]3[C:32](=[CH:33][CH:34]=[CH:35][CH:36]=3)[CH2:31][CH2:30][CH2:29]2)[CH2:24][C:23]2[C:18](=[CH:19][C:20]([N:39]([CH2:40][C:41]3[CH:42]=[CH:43][C:44]([C:45]([O:47][CH3:48])=[O:46])=[CH:49][CH:50]=3)[C:60](=[O:61])[CH3:59])=[CH:21][CH:22]=2)[CH2:17]1)=[O:15])=[O:11])=[O:7])([CH3:4])([CH3:3])[CH3:2]. The catalyst class is: 2. (5) Reactant: [NH3:1].[C:2]([C:4]1[CH:35]=[CH:34][C:7]([C:8]([NH:10][C:11]2[C:16]([CH3:17])=[CH:15][C:14]([C:18]([F:30])([C:26]([F:29])([F:28])[F:27])[C:19]([F:25])([F:24])[C:20]([F:23])([F:22])[F:21])=[CH:13][C:12]=2[CH2:31][O:32][CH3:33])=[O:9])=[CH:6][C:5]=1F)#[N:3]. Product: [NH2:1][C:5]1[CH:6]=[C:7]([CH:34]=[CH:35][C:4]=1[C:2]#[N:3])[C:8]([NH:10][C:11]1[C:16]([CH3:17])=[CH:15][C:14]([C:18]([F:30])([C:26]([F:29])([F:28])[F:27])[C:19]([F:24])([F:25])[C:20]([F:23])([F:22])[F:21])=[CH:13][C:12]=1[CH2:31][O:32][CH3:33])=[O:9]. The catalyst class is: 16. (6) Reactant: [NH:1]1[CH2:4][CH:3]([N:5]2[C:9]3=[N:10][CH:11]=[N:12][C:13]([NH2:14])=[C:8]3[C:7]([C:15]3[CH:20]=[CH:19][C:18]([O:21][C:22]4[CH:27]=[CH:26][CH:25]=[CH:24][CH:23]=4)=[CH:17][C:16]=3[F:28])=[N:6]2)[CH2:2]1.[C:29]([C:31](=[CH:35][CH:36]([CH3:38])[CH3:37])[C:32](O)=[O:33])#[N:30].C1CN([P+](ON2N=NC3C=CC=NC2=3)(N2CCCC2)N2CCCC2)CC1.F[P-](F)(F)(F)(F)F. Product: [NH2:14][C:13]1[N:12]=[CH:11][N:10]=[C:9]2[N:5]([CH:3]3[CH2:2][N:1]([C:32]([C:31](=[CH:35][CH:36]([CH3:38])[CH3:37])[C:29]#[N:30])=[O:33])[CH2:4]3)[N:6]=[C:7]([C:15]3[CH:20]=[CH:19][C:18]([O:21][C:22]4[CH:27]=[CH:26][CH:25]=[CH:24][CH:23]=4)=[CH:17][C:16]=3[F:28])[C:8]=12. The catalyst class is: 2. (7) Product: [N:14]1[C:13]2[C:20]3[CH:25]=[CH:24][CH:23]=[N:22][C:21]=3[NH:11][C:12]=2[CH:17]=[CH:16][C:15]=1[C:18]#[N:19]. Reactant: C[Si](C)(C)N[Si](C)(C)C.[Na].[NH2:11][C:12]1[C:13]([C:20]2[C:21](F)=[N:22][CH:23]=[CH:24][CH:25]=2)=[N:14][C:15]([C:18]#[N:19])=[CH:16][CH:17]=1.O.C(OCC)(=O)C. The catalyst class is: 1. (8) Reactant: [CH3:1][O:2][C:3]1[CH:8]=[CH:7][C:6]([C:9]2[C:13]3[CH2:14][C:15]4[S:16][C:17]([C:20]5[CH:21]=[CH:22][C:23]([NH2:26])=[N:24][CH:25]=5)=[CH:18][C:19]=4[C:12]=3[NH:11][N:10]=2)=[CH:5][CH:4]=1.C([O-])([O-])=[O:28].[Cs+].[Cs+]. Product: [NH2:26][C:23]1[N:24]=[CH:25][C:20]([C:17]2[S:16][C:15]3[C:14](=[O:28])[C:13]4[C:9]([C:6]5[CH:7]=[CH:8][C:3]([O:2][CH3:1])=[CH:4][CH:5]=5)=[N:10][NH:11][C:12]=4[C:19]=3[CH:18]=2)=[CH:21][CH:22]=1. The catalyst class is: 3.